Dataset: Peptide-MHC class I binding affinity with 185,985 pairs from IEDB/IMGT. Task: Regression. Given a peptide amino acid sequence and an MHC pseudo amino acid sequence, predict their binding affinity value. This is MHC class I binding data. (1) The peptide sequence is MSTNPKPQRK. The MHC is HLA-A11:01 with pseudo-sequence HLA-A11:01. The binding affinity (normalized) is 0.264. (2) The peptide sequence is SDVRSQGENPT. The MHC is Mamu-A11 with pseudo-sequence Mamu-A11. The binding affinity (normalized) is 0.338. (3) The peptide sequence is QNPTMLYNK. The MHC is HLA-A03:01 with pseudo-sequence HLA-A03:01. The binding affinity (normalized) is 0.101. (4) The peptide sequence is SCDFNGGKI. The MHC is HLA-A30:02 with pseudo-sequence HLA-A30:02. The binding affinity (normalized) is 0. (5) The peptide sequence is RYNLPTMCDI. The MHC is HLA-A23:01 with pseudo-sequence HLA-A23:01. The binding affinity (normalized) is 0.520. (6) The peptide sequence is YAMAIRQAI. The MHC is HLA-B39:01 with pseudo-sequence HLA-B39:01. The binding affinity (normalized) is 0.872. (7) The peptide sequence is LTNHLINTPK. The MHC is HLA-A03:01 with pseudo-sequence HLA-A03:01. The binding affinity (normalized) is 0.778.